Dataset: CYP2D6 inhibition data for predicting drug metabolism from PubChem BioAssay. Task: Regression/Classification. Given a drug SMILES string, predict its absorption, distribution, metabolism, or excretion properties. Task type varies by dataset: regression for continuous measurements (e.g., permeability, clearance, half-life) or binary classification for categorical outcomes (e.g., BBB penetration, CYP inhibition). Dataset: cyp2d6_veith. (1) The drug is Cc1ccc(Oc2nnc(-c3ccccc3)cc2C#N)cc1. The result is 0 (non-inhibitor). (2) The result is 0 (non-inhibitor). The molecule is CO/N=C\[C@@H](NS(=O)(=O)c1ccc(C)cc1)[C@H](C)/C=C\CC(=O)OC.